This data is from Forward reaction prediction with 1.9M reactions from USPTO patents (1976-2016). The task is: Predict the product of the given reaction. Given the reactants [N:1]1([CH2:6][CH2:7][C:8]2[CH:9]=[C:10]([CH2:13][OH:14])[NH:11][CH:12]=2)[CH2:5][CH2:4][CH2:3][CH2:2]1, predict the reaction product. The product is: [N:1]1([CH2:6][CH2:7][C:8]2[CH:9]=[C:10]([CH:13]=[O:14])[NH:11][CH:12]=2)[CH2:5][CH2:4][CH2:3][CH2:2]1.